From a dataset of Reaction yield outcomes from USPTO patents with 853,638 reactions. Predict the reaction yield, written as a fraction of the theoretical maximum amount of product (1.0 means a 100% yield; for example, 0.34 means a 34% yield). (1) The reactants are [O:1]1[CH2:6][CH2:5][CH2:4][C@H:3]([CH2:7]/[CH:8]=[N:9]/[CH3:10])[CH2:2]1.C[Si](C)(C)[C:13]#[N:14].C(O)(C)C.[C:29](O[C:29]([O:31][C:32]([CH3:35])([CH3:34])[CH3:33])=[O:30])([O:31][C:32]([CH3:35])([CH3:34])[CH3:33])=[O:30]. The catalyst is CC(C)(C)C(OC1C=C(C(C)(C)C)C(O)=C(/C=N/[C@@H]2CCCC[C@H]2NC(N[C@H](C(N(C)C)=O)C(C)(C)C)=S)C=1)=O.C1(C)C=CC=CC=1. The product is [C:13]([C@@H:8]([N:9]([CH3:10])[C:29](=[O:30])[O:31][C:32]([CH3:33])([CH3:34])[CH3:35])[CH2:7][C@H:3]1[CH2:4][CH2:5][CH2:6][O:1][CH2:2]1)#[N:14]. The yield is 0.860. (2) The reactants are [CH2:1]([O:8][C:9]1[CH:16]=[CH:15][C:12]([CH:13]=O)=[CH:11][C:10]=1[CH3:17])[C:2]1[CH:7]=[CH:6][CH:5]=[CH:4][CH:3]=1.[CH2:18]([O:20][CH2:21][C:22]([O:24][CH2:25][CH3:26])=[O:23])[CH3:19].CC(C)([O-])C.[K+].C(O)(=O)C.C1(C)C=CC(S(O)(=O)=O)=CC=1. The catalyst is C1COCC1.C1(C)C=CC=CC=1. The product is [CH2:1]([O:8][C:9]1[CH:16]=[CH:15][C:12](/[CH:13]=[C:21](\[O:20][CH2:18][CH3:19])/[C:22]([O:24][CH2:25][CH3:26])=[O:23])=[CH:11][C:10]=1[CH3:17])[C:2]1[CH:7]=[CH:6][CH:5]=[CH:4][CH:3]=1. The yield is 0.250. (3) The catalyst is Cl[Pd](Cl)([P](C1C=CC=CC=1)(C1C=CC=CC=1)C1C=CC=CC=1)[P](C1C=CC=CC=1)(C1C=CC=CC=1)C1C=CC=CC=1.O1CCOCC1. The yield is 0.380. The product is [C:1]([N:4]1[C:13]2[C:8](=[CH:9][C:10]([C:35]3[CH:36]=[N:37][N:38]([CH2:40][C:41]4[CH:46]=[N:45][CH:44]=[CH:43][N:42]=4)[CH:39]=3)=[CH:11][CH:12]=2)[N:7]([C:15]([O:17][CH:18]([CH3:20])[CH3:19])=[O:16])[CH2:6][C@@H:5]1[CH3:21])(=[O:3])[CH3:2]. The reactants are [C:1]([N:4]1[C:13]2[C:8](=[CH:9][C:10](Br)=[CH:11][CH:12]=2)[N:7]([C:15]([O:17][CH:18]([CH3:20])[CH3:19])=[O:16])[CH2:6][C@@H:5]1[CH3:21])(=[O:3])[CH3:2].O.C(=O)([O-])[O-].[Cs+].[Cs+].CC1(C)OB([C:35]2[CH:36]=[N:37][N:38]([CH2:40][C:41]3[CH:46]=[N:45][CH:44]=[CH:43][N:42]=3)[CH:39]=2)OC1(C)C.